From a dataset of Peptide-MHC class II binding affinity with 134,281 pairs from IEDB. Regression. Given a peptide amino acid sequence and an MHC pseudo amino acid sequence, predict their binding affinity value. This is MHC class II binding data. (1) The peptide sequence is LIDDVLAILPLDDLK. The MHC is HLA-DQA10201-DQB10202 with pseudo-sequence HLA-DQA10201-DQB10202. The binding affinity (normalized) is 0.430. (2) The peptide sequence is SSKAATAKAPGLVPK. The MHC is DRB1_0405 with pseudo-sequence DRB1_0405. The binding affinity (normalized) is 0.234. (3) The peptide sequence is VLKWHLHKAVEVPIS. The MHC is DRB5_0101 with pseudo-sequence DRB5_0101. The binding affinity (normalized) is 0.688. (4) The peptide sequence is GCQTYKWETFLTSEL. The MHC is DRB1_1001 with pseudo-sequence DRB1_1001. The binding affinity (normalized) is 0.627. (5) The peptide sequence is HSLLDEGKQSLTKLA. The MHC is DRB1_0701 with pseudo-sequence DRB1_0701. The binding affinity (normalized) is 0. (6) The peptide sequence is INEPTAAAIKYGLDR. The MHC is HLA-DQA10102-DQB10602 with pseudo-sequence HLA-DQA10102-DQB10602. The binding affinity (normalized) is 0.646. (7) The peptide sequence is AVLVATNFFGINTIP. The MHC is DRB5_0101 with pseudo-sequence DRB5_0101. The binding affinity (normalized) is 0.118. (8) The peptide sequence is DEVLIEVNPPFGDSY. The MHC is DRB3_0101 with pseudo-sequence DRB3_0101. The binding affinity (normalized) is 0.484. (9) The peptide sequence is IAGALEVHAVKPVTE. The MHC is HLA-DPA10201-DPB11401 with pseudo-sequence HLA-DPA10201-DPB11401. The binding affinity (normalized) is 0.554.